Dataset: Reaction yield outcomes from USPTO patents with 853,638 reactions. Task: Predict the reaction yield, written as a fraction of the theoretical maximum amount of product (1.0 means a 100% yield; for example, 0.34 means a 34% yield). (1) The reactants are [NH2:1][C:2]1[C:11]([C:12]([O:14]N2C3C=C(Cl)C=CC=3N=N2)=O)=[C:5]2[N:6]=[CH:7][C:8]([F:10])=[CH:9][N:4]2[N:3]=1.[NH2:25][C:26]1[CH:27]=[N:28][CH:29]=[C:30]([F:45])[C:31]=1[N:32]1[CH2:37][CH2:36][CH:35]([C:38]([O:40][C:41]([CH3:44])([CH3:43])[CH3:42])=[O:39])[CH2:34][CH2:33]1.C(O)C. The catalyst is N1C=CC=CC=1. The product is [NH2:1][C:2]1[C:11]([C:12]([NH:25][C:26]2[CH:27]=[N:28][CH:29]=[C:30]([F:45])[C:31]=2[N:32]2[CH2:37][CH2:36][CH:35]([C:38]([O:40][C:41]([CH3:43])([CH3:42])[CH3:44])=[O:39])[CH2:34][CH2:33]2)=[O:14])=[C:5]2[N:6]=[CH:7][C:8]([F:10])=[CH:9][N:4]2[N:3]=1. The yield is 0.780. (2) The reactants are I[C:2]1[O:3][C:4]([C:10]2[CH:15]=[CH:14][C:13]([O:16][CH3:17])=[CH:12][CH:11]=2)=[C:5]([C:7]([NH2:9])=[O:8])[N:6]=1.[NH:18]1[C:22](B(O)O)=[CH:21][CH:20]=[N:19]1.C(=O)([O-])[O-].[Na+].[Na+]. The catalyst is C(#N)C.CS(C)=O.CCOC(C)=O.C1C=CC(P(C2C=CC=CC=2)[C-]2C=CC=C2)=CC=1.C1C=CC(P(C2C=CC=CC=2)[C-]2C=CC=C2)=CC=1.Cl[Pd]Cl.[Fe+2]. The product is [CH3:17][O:16][C:13]1[CH:14]=[CH:15][C:10]([C:4]2[O:3][C:2]([C:20]3[NH:19][N:18]=[CH:22][CH:21]=3)=[N:6][C:5]=2[C:7]([NH2:9])=[O:8])=[CH:11][CH:12]=1. The yield is 0.380.